From a dataset of Full USPTO retrosynthesis dataset with 1.9M reactions from patents (1976-2016). Predict the reactants needed to synthesize the given product. (1) Given the product [NH2:27][C:8]1[CH:7]=[C:6]([O:5][C:4]2[CH:15]=[CH:16][C:17]([NH:18][C:19](=[O:24])[C:20]([CH3:23])([CH3:22])[CH3:21])=[C:2]([F:1])[CH:3]=2)[CH:11]=[CH:10][N:9]=1, predict the reactants needed to synthesize it. The reactants are: [F:1][C:2]1[CH:3]=[C:4]([CH:15]=[CH:16][C:17]=1[NH:18][C:19](=[O:24])[C:20]([CH3:23])([CH3:22])[CH3:21])[O:5][C:6]1[CH:11]=[CH:10][N:9]=[C:8](C(N)=O)[CH:7]=1.C(#[N:27])C. (2) Given the product [CH3:1][O:2][C:3]1[C:4]([NH:14][S:15]([C:18]2[CH:23]=[CH:22][C:21]([N+:24]([O-:26])=[O:25])=[CH:20][CH:19]=2)(=[O:17])=[O:16])=[CH:5][C:6]2[CH2:12][CH2:11][N:10]([CH3:27])[CH2:9][CH2:8][C:7]=2[CH:13]=1, predict the reactants needed to synthesize it. The reactants are: [CH3:1][O:2][C:3]1[C:4]([NH:14][S:15]([C:18]2[CH:23]=[CH:22][C:21]([N+:24]([O-:26])=[O:25])=[CH:20][CH:19]=2)(=[O:17])=[O:16])=[CH:5][C:6]2[CH2:12][CH2:11][NH:10][CH2:9][CH2:8][C:7]=2[CH:13]=1.[CH3:27]CN(CC)CC.C=O.[BH-](OC(C)=O)(OC(C)=O)OC(C)=O.[Na+]. (3) Given the product [CH3:1][O:2][C:3]1[CH:4]=[C:5]([CH:8]=[CH:9][C:10]=1[N+:11]([O-:13])=[O:12])[CH2:6][N:15]([CH3:16])[CH3:14], predict the reactants needed to synthesize it. The reactants are: [CH3:1][O:2][C:3]1[CH:4]=[C:5]([CH:8]=[CH:9][C:10]=1[N+:11]([O-:13])=[O:12])[CH2:6]Br.[CH3:14][NH:15][CH3:16].